From a dataset of Reaction yield outcomes from USPTO patents with 853,638 reactions. Predict the reaction yield, written as a fraction of the theoretical maximum amount of product (1.0 means a 100% yield; for example, 0.34 means a 34% yield). (1) The reactants are [N:1]1([CH:6]([C:8]2[CH:16]=[CH:15][C:11]([C:12]([O-])=[O:13])=[CH:10][CH:9]=2)[CH3:7])[CH:5]=[CH:4][CH:3]=[N:2]1.N1(C(C2C=CC(C(OC)=O)=CC=2)C)C=CC=N1. The catalyst is C1COCC1. The product is [N:1]1([CH:6]([C:8]2[CH:16]=[CH:15][C:11]([CH2:12][OH:13])=[CH:10][CH:9]=2)[CH3:7])[CH:5]=[CH:4][CH:3]=[N:2]1. The yield is 0.770. (2) The reactants are [C:1]([O:5][C:6]([N:8]1[CH2:13][CH:12]=[C:11]([C:14]2[C:22]3[S:21][C:20]([NH:23][C:24]([C:26]4[CH:31]=[CH:30][N:29]=[C:28]([CH3:32])[CH:27]=4)=[O:25])=[N:19][C:18]=3[C:17]([O:33][CH3:34])=[CH:16][CH:15]=2)[CH2:10][CH2:9]1)=[O:7])([CH3:4])([CH3:3])[CH3:2].C1COCC1. The catalyst is CO.[Pd]. The product is [C:1]([O:5][C:6]([N:8]1[CH2:13][CH2:12][CH:11]([C:14]2[C:22]3[S:21][C:20]([NH:23][C:24]([C:26]4[CH:31]=[CH:30][N:29]=[C:28]([CH3:32])[CH:27]=4)=[O:25])=[N:19][C:18]=3[C:17]([O:33][CH3:34])=[CH:16][CH:15]=2)[CH2:10][CH2:9]1)=[O:7])([CH3:4])([CH3:3])[CH3:2]. The yield is 0.530. (3) The reactants are F[C:2]1[C:11]([F:12])=[CH:10][CH:9]=[CH:8][C:3]=1[C:4]([O:6][CH3:7])=[O:5].[F:13][C:14]1[CH:19]=[CH:18][CH:17]=[C:16]([O:20][CH3:21])[C:15]=1[OH:22].[Li+].[OH-]. The catalyst is CO. The product is [F:12][C:11]1[C:2]([O:22][C:15]2[C:16]([O:20][CH3:21])=[CH:17][CH:18]=[CH:19][C:14]=2[F:13])=[C:3]([CH:8]=[CH:9][CH:10]=1)[C:4]([O:6][CH3:7])=[O:5].[CH3:21][O:20][C:16]1[CH:17]=[CH:18][CH:19]=[C:14]([F:13])[C:15]=1[O:22][C:2]1[C:11]([F:12])=[CH:10][CH:9]=[CH:8][C:3]=1[C:4]([OH:6])=[O:5]. The yield is 0.600. (4) The reactants are Cl[C:2]1[C:7]([C:8]([O:10][CH2:11][CH3:12])=[O:9])=[CH:6][CH:5]=[CH:4][N:3]=1.[CH2:13]([Zn]CC)[CH3:14]. The catalyst is O1CCOCC1.Cl[Pd]Cl. The product is [CH2:13]([C:2]1[C:7]([C:8]([O:10][CH2:11][CH3:12])=[O:9])=[CH:6][CH:5]=[CH:4][N:3]=1)[CH3:14]. The yield is 0.610.